Dataset: NCI-60 drug combinations with 297,098 pairs across 59 cell lines. Task: Regression. Given two drug SMILES strings and cell line genomic features, predict the synergy score measuring deviation from expected non-interaction effect. (1) Drug 1: C1CCC(C1)C(CC#N)N2C=C(C=N2)C3=C4C=CNC4=NC=N3. Cell line: BT-549. Synergy scores: CSS=-7.88, Synergy_ZIP=-2.21, Synergy_Bliss=-9.58, Synergy_Loewe=-12.9, Synergy_HSA=-12.6. Drug 2: CC12CCC3C(C1CCC2OP(=O)(O)O)CCC4=C3C=CC(=C4)OC(=O)N(CCCl)CCCl.[Na+]. (2) Drug 1: C1CC(=O)NC(=O)C1N2C(=O)C3=CC=CC=C3C2=O. Drug 2: COC1=C2C(=CC3=C1OC=C3)C=CC(=O)O2. Cell line: SW-620. Synergy scores: CSS=-1.17, Synergy_ZIP=0.825, Synergy_Bliss=-0.286, Synergy_Loewe=-0.936, Synergy_HSA=-1.06. (3) Drug 1: C1CC(=O)NC(=O)C1N2CC3=C(C2=O)C=CC=C3N. Drug 2: CC1C(C(CC(O1)OC2CC(CC3=C2C(=C4C(=C3O)C(=O)C5=C(C4=O)C(=CC=C5)OC)O)(C(=O)C)O)N)O.Cl. Cell line: KM12. Synergy scores: CSS=31.9, Synergy_ZIP=-4.92, Synergy_Bliss=-2.31, Synergy_Loewe=-1.97, Synergy_HSA=2.80. (4) Drug 1: C1CCC(C(C1)N)N.C(=O)(C(=O)[O-])[O-].[Pt+4]. Drug 2: C(CCl)NC(=O)N(CCCl)N=O. Cell line: HCT-15. Synergy scores: CSS=26.9, Synergy_ZIP=-0.00803, Synergy_Bliss=0.466, Synergy_Loewe=-12.6, Synergy_HSA=0.0219. (5) Drug 1: CN(C)C1=NC(=NC(=N1)N(C)C)N(C)C. Drug 2: CC1=C(C=C(C=C1)NC(=O)C2=CC=C(C=C2)CN3CCN(CC3)C)NC4=NC=CC(=N4)C5=CN=CC=C5. Cell line: MDA-MB-231. Synergy scores: CSS=-0.891, Synergy_ZIP=1.15, Synergy_Bliss=1.28, Synergy_Loewe=-3.61, Synergy_HSA=-2.33. (6) Drug 1: CC(C)(C#N)C1=CC(=CC(=C1)CN2C=NC=N2)C(C)(C)C#N. Drug 2: COC1=NC(=NC2=C1N=CN2C3C(C(C(O3)CO)O)O)N. Cell line: OVCAR-8. Synergy scores: CSS=-0.548, Synergy_ZIP=1.02, Synergy_Bliss=2.91, Synergy_Loewe=1.68, Synergy_HSA=0.528. (7) Drug 1: CN(C)N=NC1=C(NC=N1)C(=O)N. Drug 2: CC(C1=C(C=CC(=C1Cl)F)Cl)OC2=C(N=CC(=C2)C3=CN(N=C3)C4CCNCC4)N. Cell line: HL-60(TB). Synergy scores: CSS=5.00, Synergy_ZIP=-10.8, Synergy_Bliss=-17.4, Synergy_Loewe=-23.4, Synergy_HSA=-19.2.